The task is: Predict the product of the given reaction.. This data is from Forward reaction prediction with 1.9M reactions from USPTO patents (1976-2016). (1) Given the reactants [C:1]([O:4][CH2:5]/[CH:6]=[CH:7]/C=O)(=[O:3])[CH3:2].C(O[CH:13]([O:17][CH2:18][CH3:19])[O:14][CH2:15][CH3:16])C, predict the reaction product. The product is: [C:1]([O:4][CH2:5]/[CH:6]=[CH:7]/[CH:13]([O:14][CH2:15][CH3:16])[O:17][CH2:18][CH3:19])(=[O:3])[CH3:2]. (2) Given the reactants C[O:2][C:3](=[O:26])[C:4]1[CH:9]=[CH:8][CH:7]=[C:6]([O:10][CH2:11][C:12]2[CH:17]=[CH:16][CH:15]=[CH:14][CH:13]=2)[C:5]=1[O:18][CH2:19][C:20]1[CH:25]=[CH:24][CH:23]=[CH:22][CH:21]=1.C(Cl)(=O)CC, predict the reaction product. The product is: [CH2:11]([O:10][C:6]1[C:5]([O:18][CH2:19][C:20]2[CH:25]=[CH:24][CH:23]=[CH:22][CH:21]=2)=[C:4]([CH:9]=[CH:8][CH:7]=1)[C:3]([OH:26])=[O:2])[C:12]1[CH:13]=[CH:14][CH:15]=[CH:16][CH:17]=1. (3) The product is: [NH2:6][C:7]1[C:12]([F:13])=[CH:11][N:10]([CH2:2][CH:3]2[CH2:5][CH2:4]2)[C:9](=[O:14])[N:8]=1. Given the reactants Br[CH2:2][CH:3]1[CH2:5][CH2:4]1.[NH2:6][C:7]1[C:12]([F:13])=[CH:11][N:10]=[C:9]([OH:14])[N:8]=1.C([O-])([O-])=O.[K+].[K+], predict the reaction product. (4) Given the reactants Cl.[CH2:2]([NH:4][C:5]([NH:7][C:8]1[CH:13]=[CH:12][C:11]([C:14]2[N:15]=[C:16]([N:23]3[CH2:28][CH2:27][O:26][CH2:25][C@@H:24]3[CH3:29])[C:17]3[CH2:22][NH:21][CH2:20][C:18]=3[N:19]=2)=[CH:10][C:9]=1[F:30])=[O:6])[CH3:3].CN1CCOCC1.C(Cl)CCl.C1C=CC2N(O)N=NC=2C=1.[C:52]([N:55]1[CH2:60][CH2:59][CH:58]([C:61](O)=[O:62])[CH2:57][CH2:56]1)(=[O:54])[CH3:53], predict the reaction product. The product is: [C:52]([N:55]1[CH2:56][CH2:57][CH:58]([C:61]([N:21]2[CH2:22][C:17]3[C:16]([N:23]4[CH2:28][CH2:27][O:26][CH2:25][C@@H:24]4[CH3:29])=[N:15][C:14]([C:11]4[CH:12]=[CH:13][C:8]([NH:7][C:5]([NH:4][CH2:2][CH3:3])=[O:6])=[C:9]([F:30])[CH:10]=4)=[N:19][C:18]=3[CH2:20]2)=[O:62])[CH2:59][CH2:60]1)(=[O:54])[CH3:53]. (5) Given the reactants [Cl:1][C:2]1[CH:3]=[C:4]([C:10]([SH:37])([C:33]([F:36])([F:35])[F:34])[CH2:11][C:12]([C:14]2[CH:15]=[C:16]3[C:20](=[CH:21][CH:22]=2)[C:19]2([CH2:25][N:24]([C:26]([O:28][C:29]([CH3:32])([CH3:31])[CH3:30])=[O:27])[CH2:23]2)[O:18][CH2:17]3)=[O:13])[CH:5]=[C:6]([Cl:9])[C:7]=1[F:8].[OH-].[K+].[NH2:40]OS(O)(=O)=O, predict the reaction product. The product is: [Cl:1][C:2]1[CH:3]=[C:4]([C:10]2([C:33]([F:34])([F:36])[F:35])[S:37][NH:40][C:12]([C:14]3[CH:15]=[C:16]4[CH2:17][O:18][C:19]5([CH2:25][N:24]([C:26]([O:28][C:29]([CH3:32])([CH3:30])[CH3:31])=[O:27])[CH2:23]5)[C:20]4=[CH:21][CH:22]=3)([OH:13])[CH2:11]2)[CH:5]=[C:6]([Cl:9])[C:7]=1[F:8]. (6) Given the reactants [CH3:1][O:2][C:3]1[CH:4]=[C:5]2[C:10](=[CH:11][C:12]=1[O:13][CH3:14])[N:9]=[CH:8][CH:7]=[C:6]2[O:15][C:16]1[CH:22]=[CH:21][C:19]([NH2:20])=[CH:18][CH:17]=1.C1(C)C=CC=CC=1.C(N(CC)CC)C.Cl[C:38](Cl)([O:40]C(=O)OC(Cl)(Cl)Cl)Cl.[F:49][C:50]1[CH:58]=[CH:57][C:53]([CH:54]([OH:56])[CH3:55])=[CH:52][CH:51]=1, predict the reaction product. The product is: [CH3:1][O:2][C:3]1[CH:4]=[C:5]2[C:10](=[CH:11][C:12]=1[O:13][CH3:14])[N:9]=[CH:8][CH:7]=[C:6]2[O:15][C:16]1[CH:22]=[CH:21][C:19]([NH:20][C:38](=[O:40])[O:56][CH:54]([C:53]2[CH:57]=[CH:58][C:50]([F:49])=[CH:51][CH:52]=2)[CH3:55])=[CH:18][CH:17]=1.